This data is from Forward reaction prediction with 1.9M reactions from USPTO patents (1976-2016). The task is: Predict the product of the given reaction. (1) Given the reactants C[Si]([C:5]#[C:6][C:7]1[CH:8]=[C:9]([C:13]2[N:14]=[N:15][N:16]([CH2:18][C:19]([O:21][CH2:22][CH3:23])=[O:20])[N:17]=2)[CH:10]=[N:11][CH:12]=1)(C)C.CCCC[N+](CCCC)(CCCC)CCCC.[F-], predict the reaction product. The product is: [C:6]([C:7]1[CH:8]=[C:9]([C:13]2[N:14]=[N:15][N:16]([CH2:18][C:19]([O:21][CH2:22][CH3:23])=[O:20])[N:17]=2)[CH:10]=[N:11][CH:12]=1)#[CH:5]. (2) Given the reactants [N:1]([CH:4]1[CH2:9][CH:8]([F:10])[CH2:7][CH:6]([N:11]=[N+]=[N-])[CH2:5]1)=[N+]=[N-], predict the reaction product. The product is: [F:10][CH:8]1[CH2:9][CH:4]([NH2:1])[CH2:5][CH:6]([NH2:11])[CH2:7]1. (3) Given the reactants [OH-].[Li+].C([O:5][C:6]([C@@H:8]1[CH2:13][CH2:12][CH2:11][N:10]([S:14]([C:17]2[CH:22]=[CH:21][CH:20]=[CH:19][C:18]=2[Cl:23])(=[O:16])=[O:15])[CH2:9]1)=[O:7])C, predict the reaction product. The product is: [Cl:23][C:18]1[CH:19]=[CH:20][CH:21]=[CH:22][C:17]=1[S:14]([N:10]1[CH2:11][CH2:12][CH2:13][C@@H:8]([C:6]([OH:7])=[O:5])[CH2:9]1)(=[O:15])=[O:16].